Predict the product of the given reaction. From a dataset of Forward reaction prediction with 1.9M reactions from USPTO patents (1976-2016). Given the reactants [F:1][C:2]1[C:3](=[O:23])[N:4]2[C:8](=[C:9]([C:20](O)=[O:21])[C:10]=1[NH:11][C:12]1[CH:17]=[CH:16][C:15]([I:18])=[CH:14][C:13]=1[F:19])[CH2:7][CH2:6][CH2:5]2.CC1(C)[O:29][C@@H:28]([CH2:30][O:31][NH2:32])[CH2:27][O:26]1.C1C=CC2N(O)N=NC=2C=1.C(Cl)CCl.C1(C)C=CC(S(O)(=O)=O)=CC=1, predict the reaction product. The product is: [OH:29][C@H:28]([CH2:27][OH:26])[CH2:30][O:31][NH:32][C:20]([C:9]1[C:10]([NH:11][C:12]2[CH:17]=[CH:16][C:15]([I:18])=[CH:14][C:13]=2[F:19])=[C:2]([F:1])[C:3](=[O:23])[N:4]2[C:8]=1[CH2:7][CH2:6][CH2:5]2)=[O:21].